From a dataset of Full USPTO retrosynthesis dataset with 1.9M reactions from patents (1976-2016). Predict the reactants needed to synthesize the given product. (1) The reactants are: C([O:3][C:4](=[O:29])[CH2:5][C:6]1[C:7]([CH3:28])=[C:8]([S:16][C:17]2[CH:22]=[CH:21][C:20]([S:23]([CH3:26])(=[O:25])=[O:24])=[C:19]([Cl:27])[CH:18]=2)[N:9]2[C:14]=1[CH:13]=[CH:12][C:11]([F:15])=[CH:10]2)C.C(O)C.O.[OH-].[Li+]. Given the product [Cl:27][C:19]1[CH:18]=[C:17]([S:16][C:8]2[N:9]3[C:14]([CH:13]=[CH:12][C:11]([F:15])=[CH:10]3)=[C:6]([CH2:5][C:4]([OH:29])=[O:3])[C:7]=2[CH3:28])[CH:22]=[CH:21][C:20]=1[S:23]([CH3:26])(=[O:24])=[O:25], predict the reactants needed to synthesize it. (2) The reactants are: O.[OH-].[Li+].C([O:6][C:7]([C:9]1([CH:19]=[CH2:20])[CH2:14][O:13][C:12]([CH2:17][F:18])([CH2:15][F:16])[O:11][CH2:10]1)=[O:8])C.Cl.[Cl-].[Na+]. Given the product [F:16][CH2:15][C:12]1([CH2:17][F:18])[O:11][CH2:10][C:9]([CH:19]=[CH2:20])([C:7]([OH:8])=[O:6])[CH2:14][O:13]1, predict the reactants needed to synthesize it. (3) Given the product [CH3:8][O:9][CH2:10][CH2:11][O:12][CH2:13][C:14]1[CH:19]=[CH:18][C:17]([C@@H:20]2[C@@H:25]([O:26][CH2:27][C:28]3[CH:29]=[CH:30][C:31]4[O:36][CH2:35][CH2:34][N:33]([CH2:37][CH2:38][CH2:39][O:40][CH3:41])[C:32]=4[CH:42]=3)[CH2:24][N:23]([S:43]([C:46]3[CH:51]=[CH:50][C:49]([CH3:52])=[CH:48][CH:47]=3)(=[O:44])=[O:45])[CH2:22][C@H:21]2[CH2:53][NH:54][C:61]([N:55]2[CH2:60][CH2:59][O:58][CH2:57][CH2:56]2)=[O:62])=[CH:16][CH:15]=1, predict the reactants needed to synthesize it. The reactants are: C(N(CC)CC)C.[CH3:8][O:9][CH2:10][CH2:11][O:12][CH2:13][C:14]1[CH:19]=[CH:18][C:17]([C@@H:20]2[C@@H:25]([O:26][CH2:27][C:28]3[CH:29]=[CH:30][C:31]4[O:36][CH2:35][CH2:34][N:33]([CH2:37][CH2:38][CH2:39][O:40][CH3:41])[C:32]=4[CH:42]=3)[CH2:24][N:23]([S:43]([C:46]3[CH:51]=[CH:50][C:49]([CH3:52])=[CH:48][CH:47]=3)(=[O:45])=[O:44])[CH2:22][C@H:21]2[CH2:53][NH2:54])=[CH:16][CH:15]=1.[N:55]1([C:61](Cl)=[O:62])[CH2:60][CH2:59][O:58][CH2:57][CH2:56]1.C(=O)(O)[O-].[Na+]. (4) The reactants are: Br[C:2]1[C:3]([C:9]2[CH:14]=[CH:13][N:12]=[C:11]([S:15][CH3:16])[N:10]=2)=[N:4][N:5]([CH2:7][CH3:8])[CH:6]=1.[OH-].[Na+].C(I)C. Given the product [CH2:7]([N:5]1[CH:6]=[CH:2][C:3]([C:9]2[CH:14]=[CH:13][N:12]=[C:11]([S:15][CH3:16])[N:10]=2)=[N:4]1)[CH3:8], predict the reactants needed to synthesize it. (5) Given the product [N:8]1([C:14]([N:33]2[CH2:34][CH:29]([C:26]3[CH:25]=[CH:24][C:23]([C:22]([F:39])([F:38])[F:21])=[CH:28][CH:27]=3)[CH2:30][CH:31]([C:35]([NH2:37])=[O:36])[CH2:32]2)=[O:15])[CH2:13][CH2:12][O:11][CH2:10][CH2:9]1, predict the reactants needed to synthesize it. The reactants are: C(N(CC)CC)C.[N:8]1([C:14](Cl)=[O:15])[CH2:13][CH2:12][O:11][CH2:10][CH2:9]1.C(O)(=O)C.[F:21][C:22]([F:39])([F:38])[C:23]1[CH:28]=[CH:27][C:26]([CH:29]2[CH2:34][NH:33][CH2:32][CH:31]([C:35]([NH2:37])=[O:36])[CH2:30]2)=[CH:25][CH:24]=1.O.